From a dataset of Full USPTO retrosynthesis dataset with 1.9M reactions from patents (1976-2016). Predict the reactants needed to synthesize the given product. (1) Given the product [NH2:22][C:17]1[C:16]([N:13]2[CH2:12][CH2:11][C:10]([NH:25][C:26](=[O:32])[O:27][C:28]([CH3:31])([CH3:30])[CH3:29])([CH2:9][O:8][Si:1]([C:4]([CH3:7])([CH3:6])[CH3:5])([CH3:3])[CH3:2])[CH2:15][CH2:14]2)=[CH:21][CH:20]=[CH:19][N:18]=1, predict the reactants needed to synthesize it. The reactants are: [Si:1]([O:8][CH2:9][C:10]1([NH:25][C:26](=[O:32])[O:27][C:28]([CH3:31])([CH3:30])[CH3:29])[CH2:15][CH2:14][N:13]([C:16]2[C:17]([N+:22]([O-])=O)=[N:18][CH:19]=[CH:20][CH:21]=2)[CH2:12][CH2:11]1)([C:4]([CH3:7])([CH3:6])[CH3:5])([CH3:3])[CH3:2].[H][H]. (2) Given the product [C:1]([O:5][C:6]([NH:8][CH:9]([C:11]1[S:12][C:13]([C:16]([O:18][CH3:19])=[O:17])=[CH:14][N:15]=1)[CH3:10])=[O:7])([CH3:2])([CH3:3])[CH3:4], predict the reactants needed to synthesize it. The reactants are: [C:1]([O:5][C:6]([NH:8][CH:9]([C:11]1[S:12][C:13]([C:16]([OH:18])=[O:17])=[CH:14][N:15]=1)[CH3:10])=[O:7])([CH3:4])([CH3:3])[CH3:2].[CH3:19][Si](C=[N+]=[N-])(C)C.CCOCC.